This data is from Forward reaction prediction with 1.9M reactions from USPTO patents (1976-2016). The task is: Predict the product of the given reaction. (1) Given the reactants [Cl-].O[NH3+].[C:4](=[O:7])([O-])[OH:5].[Na+].[CH2:9]([C:11]1[S:45][C:14]2[N:15]([CH2:30][C:31]3[CH:36]=[CH:35][C:34]([C:37]4[C:38]([C:43]#[N:44])=[CH:39][CH:40]=[CH:41][CH:42]=4)=[CH:33][CH:32]=3)[C:16](=[O:29])[C:17]([CH3:28])([CH2:20][CH2:21][C:22]3[CH:27]=[CH:26][CH:25]=[CH:24][CH:23]=3)[C:18](=[O:19])[C:13]=2[CH:12]=1)[CH3:10].[N:46]12CCCN=C1CCCCC2, predict the reaction product. The product is: [CH2:9]([C:11]1[S:45][C:14]2[N:15]([CH2:30][C:31]3[CH:32]=[CH:33][C:34]([C:37]4[CH:42]=[CH:41][CH:40]=[CH:39][C:38]=4[C:43]4[NH:46][C:4](=[O:7])[O:5][N:44]=4)=[CH:35][CH:36]=3)[C:16](=[O:29])[C:17]([CH3:28])([CH2:20][CH2:21][C:22]3[CH:27]=[CH:26][CH:25]=[CH:24][CH:23]=3)[C:18](=[O:19])[C:13]=2[CH:12]=1)[CH3:10]. (2) Given the reactants [F:1][C:2]1[CH:7]=[CH:6][CH:5]=[CH:4][C:3]=1[N:8]1[C:12]([OH:13])=[CH:11][C:10]([C:14]([OH:16])=O)=[N:9]1.[B-](F)(F)(F)F.CCOC(C(C#N)=NOC(N(C)C)=[N+](C)C)=O.[NH2:39][C@H:40]([C:45]1[CH:50]=[CH:49][CH:48]=[CH:47][C:46]=1[CH3:51])[CH2:41][C:42]([OH:44])=[O:43], predict the reaction product. The product is: [F:1][C:2]1[CH:7]=[CH:6][CH:5]=[CH:4][C:3]=1[N:8]1[C:12]([OH:13])=[CH:11][C:10]([C:14]([NH:39][C@H:40]([C:45]2[CH:50]=[CH:49][CH:48]=[CH:47][C:46]=2[CH3:51])[CH2:41][C:42]([OH:44])=[O:43])=[O:16])=[N:9]1. (3) Given the reactants Cl.[C:2]1([CH:8]([C:14]2[CH:19]=[CH:18][CH:17]=[CH:16][CH:15]=2)[N:9]2[CH2:12][CH:11]([OH:13])[CH2:10]2)[CH:7]=[CH:6][CH:5]=[CH:4][CH:3]=1.CN1CCOCC1.C[N+]1([O-])CCOCC1.C(OCC)(=O)C, predict the reaction product. The product is: [C:14]1([CH:8]([C:2]2[CH:3]=[CH:4][CH:5]=[CH:6][CH:7]=2)[N:9]2[CH2:12][C:11](=[O:13])[CH2:10]2)[CH:15]=[CH:16][CH:17]=[CH:18][CH:19]=1. (4) Given the reactants Cl.[NH2:2][CH2:3][C:4]1[CH:9]=[CH:8][C:7]([C:10]2[O:14][C:13]([C:15]3[C:20]([F:21])=[CH:19][CH:18]=[CH:17][C:16]=3[F:22])=[N:12][C:11]=2[C:23]([NH2:25])=[O:24])=[CH:6][CH:5]=1.C(N(CC)CC)C.[C:33](Cl)(=[O:40])[C:34]1[CH:39]=[CH:38][CH:37]=[CH:36][CH:35]=1, predict the reaction product. The product is: [C:33]([NH:2][CH2:3][C:4]1[CH:5]=[CH:6][C:7]([C:10]2[O:14][C:13]([C:15]3[C:16]([F:22])=[CH:17][CH:18]=[CH:19][C:20]=3[F:21])=[N:12][C:11]=2[C:23]([NH2:25])=[O:24])=[CH:8][CH:9]=1)(=[O:40])[C:34]1[CH:39]=[CH:38][CH:37]=[CH:36][CH:35]=1. (5) Given the reactants [C:1]([O:5][C:6]([N:8]([CH3:24])[C@H:9]1[CH2:13][CH2:12][N:11](C(OCC2C=CC=CC=2)=O)[CH2:10]1)=[O:7])([CH3:4])([CH3:3])[CH3:2], predict the reaction product. The product is: [CH3:24][N:8]([C@H:9]1[CH2:13][CH2:12][NH:11][CH2:10]1)[C:6](=[O:7])[O:5][C:1]([CH3:4])([CH3:2])[CH3:3]. (6) Given the reactants [CH:1](=[O:10])C=C[C:4]1[CH:9]=CC=CC=1.[N:11]([CH2:14][C:15](OC)=O)=[N+]=[N-].[N-]=[N+]=[N-].C1([P:28]([C:35]2[CH:40]=[CH:39][CH:38]=[CH:37][CH:36]=2)C2C=CC=CC=2)C=CC=CC=1, predict the reaction product. The product is: [PH3:28]=[N:11][CH:14]=[CH:15][CH:9]=[CH2:4].[CH:1](=[O:10])[C:35]1[CH:36]=[CH:37][CH:38]=[CH:39][CH:40]=1. (7) Given the reactants C(O[C:5](=[O:7])[CH3:6])(=O)C.[Br:8][C:9]1[CH:14]=C[C:12]([S:15]([NH:18][C:19]([CH3:22])([CH3:21])[CH3:20])(=[O:17])=[O:16])=[C:11](C)[CH:10]=1, predict the reaction product. The product is: [Br:8][C:9]1[CH:10]=[CH:11][C:12]2[S:15](=[O:17])(=[O:16])[N:18]([C:19]([CH3:21])([CH3:20])[CH3:22])[C:5](=[O:7])[C:6]=2[CH:14]=1.